From a dataset of Catalyst prediction with 721,799 reactions and 888 catalyst types from USPTO. Predict which catalyst facilitates the given reaction. (1) Reactant: Br[CH2:2][CH2:3][CH2:4][N:5]1[CH2:10][CH2:9][N:8]([C:11]2[CH:16]=[CH:15][CH:14]=[C:13]([F:17])[N:12]=2)[CH2:7][CH2:6]1.[C:18]1([C:24]2[N:25]=[C:26]([NH2:29])[S:27][CH:28]=2)[CH:23]=[CH:22][CH:21]=[CH:20][CH:19]=1.C(=O)([O-])[O-].[Cs+].[Cs+]. Product: [F:17][C:13]1[N:12]=[C:11]([N:8]2[CH2:9][CH2:10][N:5]([CH2:4][CH2:3][CH2:2][NH:29][C:26]3[S:27][CH:28]=[C:24]([C:18]4[CH:23]=[CH:22][CH:21]=[CH:20][CH:19]=4)[N:25]=3)[CH2:6][CH2:7]2)[CH:16]=[CH:15][CH:14]=1. The catalyst class is: 42. (2) Reactant: [C:1]1([S:7](Cl)(=[O:9])=[O:8])[CH:6]=[CH:5][CH:4]=[CH:3][CH:2]=1.[NH:11]1[C:19]2[C:14](=[CH:15][CH:16]=[CH:17][N:18]=2)[CH:13]=[CH:12]1.C(N(CC)CC)C. Product: [C:1]1([S:7]([N:11]2[C:19]3[C:14](=[CH:15][CH:16]=[CH:17][N:18]=3)[CH:13]=[CH:12]2)(=[O:9])=[O:8])[CH:6]=[CH:5][CH:4]=[CH:3][CH:2]=1. The catalyst class is: 2. (3) Reactant: [S:1]1[C:10]2[C:9]3[CH:11]=[C:12]([C:15]#[N:16])[CH:13]=[CH:14][C:8]=3[O:7][CH2:6][CH2:5][C:4]=2[CH:3]=[CH:2]1.[Br:17]N1C(=O)CCC1=O.O. Product: [Br:17][C:2]1[S:1][C:10]2[C:9]3[CH:11]=[C:12]([C:15]#[N:16])[CH:13]=[CH:14][C:8]=3[O:7][CH2:6][CH2:5][C:4]=2[CH:3]=1. The catalyst class is: 411. (4) Reactant: [NH:1]1[C:5]2[CH:6]=[CH:7][CH:8]=[CH:9][C:4]=2[N:3]=[N:2]1.Cl.Cl[CH2:12][C:13]1[CH:14]=[C:15]([C:19]2[N:24]=[CH:23][C:22]([O:25][CH2:26][CH2:27][N:28]3[CH2:33][CH2:32][O:31][CH2:30][CH2:29]3)=[CH:21][N:20]=2)[CH:16]=[CH:17][CH:18]=1.C(=O)([O-])O.[Na+].O. Product: [N:28]1([CH2:27][CH2:26][O:25][C:22]2[CH:23]=[N:24][C:19]([C:15]3[CH:14]=[C:13]([CH:18]=[CH:17][CH:16]=3)[CH2:12][N:1]3[C:5]4[CH:6]=[CH:7][CH:8]=[CH:9][C:4]=4[N:3]=[N:2]3)=[N:20][CH:21]=2)[CH2:29][CH2:30][O:31][CH2:32][CH2:33]1. The catalyst class is: 10. (5) Reactant: [CH3:1][C:2]1[CH:3]=[C:4](/[CH:9]=[CH:10]/[C:11]2[CH:23]=[CH:22][C:14]([C:15]([O:17]C(C)(C)C)=[O:16])=[C:13]([NH:24][C:25]3[CH:30]=[CH:29][C:28]([F:31])=[CH:27][CH:26]=3)[CH:12]=2)[CH:5]=[CH:6][C:7]=1[CH3:8]. Product: [CH3:1][C:2]1[CH:3]=[C:4](/[CH:9]=[CH:10]/[C:11]2[CH:23]=[CH:22][C:14]([C:15]([OH:17])=[O:16])=[C:13]([NH:24][C:25]3[CH:30]=[CH:29][C:28]([F:31])=[CH:27][CH:26]=3)[CH:12]=2)[CH:5]=[CH:6][C:7]=1[CH3:8]. The catalyst class is: 55.